Dataset: Forward reaction prediction with 1.9M reactions from USPTO patents (1976-2016). Task: Predict the product of the given reaction. Given the reactants [CH3:1][O:2][C:3](=[O:12])[CH2:4][C:5]1[C:6]([CH3:11])=[N:7][NH:8][C:9]=1[CH3:10].C([O-])([O-])=O.[K+].[K+].[Br:19][C:20]1[CH:27]=[CH:26][C:23]([CH2:24]Br)=[CH:22][CH:21]=1, predict the reaction product. The product is: [CH3:1][O:2][C:3](=[O:12])[CH2:4][C:5]1[C:9]([CH3:10])=[N:8][N:7]([CH2:24][C:23]2[CH:26]=[CH:27][C:20]([Br:19])=[CH:21][CH:22]=2)[C:6]=1[CH3:11].